Predict the reactants needed to synthesize the given product. From a dataset of Full USPTO retrosynthesis dataset with 1.9M reactions from patents (1976-2016). Given the product [CH3:31][O:30][C:29]1[C:3](=[O:2])[C:4]([CH3:36])=[C:5]([CH2:6][C:7]2[CH:8]=[CH:9][C:10]([C:21]3[CH:26]=[CH:25][N:24]=[CH:23][CH:22]=3)=[C:11]([CH:20]=2)[C:12]([N:14]2[CH2:15][CH2:16][O:17][CH2:18][CH2:19]2)=[O:13])[C:27](=[O:34])[C:28]=1[O:32][CH3:33], predict the reactants needed to synthesize it. The reactants are: C[O:2][C:3]1[C:4]([CH3:36])=[C:5]([C:27]([O:34]C)=[C:28]([O:32][CH3:33])[C:29]=1[O:30][CH3:31])[CH2:6][C:7]1[CH:8]=[CH:9][C:10]([C:21]2[CH:26]=[CH:25][N:24]=[CH:23][CH:22]=2)=[C:11]([CH:20]=1)[C:12]([N:14]1[CH2:19][CH2:18][O:17][CH2:16][CH2:15]1)=[O:13].O=[N+]([O-])[O-].[O-][N+](=O)[O-].[O-][N+](=O)[O-].[O-][N+](=O)[O-].[O-][N+](=O)[O-].[O-][N+](=O)[O-].[Ce+4].[NH4+].[NH4+].[OH-].[Na+].